From a dataset of NCI-60 drug combinations with 297,098 pairs across 59 cell lines. Regression. Given two drug SMILES strings and cell line genomic features, predict the synergy score measuring deviation from expected non-interaction effect. (1) Drug 1: CC1=C(C=C(C=C1)C(=O)NC2=CC(=CC(=C2)C(F)(F)F)N3C=C(N=C3)C)NC4=NC=CC(=N4)C5=CN=CC=C5. Drug 2: COC1=NC(=NC2=C1N=CN2C3C(C(C(O3)CO)O)O)N. Cell line: NCIH23. Synergy scores: CSS=-7.56, Synergy_ZIP=1.40, Synergy_Bliss=-4.21, Synergy_Loewe=-9.21, Synergy_HSA=-8.65. (2) Drug 1: C1=CC(=CC=C1CCCC(=O)O)N(CCCl)CCCl. Drug 2: CCC1=C2CN3C(=CC4=C(C3=O)COC(=O)C4(CC)O)C2=NC5=C1C=C(C=C5)O. Cell line: SK-MEL-2. Synergy scores: CSS=19.3, Synergy_ZIP=-6.91, Synergy_Bliss=-2.00, Synergy_Loewe=-13.8, Synergy_HSA=-0.268. (3) Drug 1: C1=CC=C(C(=C1)C(C2=CC=C(C=C2)Cl)C(Cl)Cl)Cl. Drug 2: C1CN(CCN1C(=O)CCBr)C(=O)CCBr. Cell line: SF-539. Synergy scores: CSS=25.7, Synergy_ZIP=-6.87, Synergy_Bliss=-2.94, Synergy_Loewe=-1.19, Synergy_HSA=-0.957. (4) Drug 1: CC12CCC(CC1=CCC3C2CCC4(C3CC=C4C5=CN=CC=C5)C)O. Drug 2: CC1=C(C=C(C=C1)C(=O)NC2=CC(=CC(=C2)C(F)(F)F)N3C=C(N=C3)C)NC4=NC=CC(=N4)C5=CN=CC=C5. Cell line: A498. Synergy scores: CSS=-8.07, Synergy_ZIP=3.48, Synergy_Bliss=-0.808, Synergy_Loewe=-5.23, Synergy_HSA=-5.64. (5) Drug 1: CC12CCC3C(C1CCC2O)C(CC4=C3C=CC(=C4)O)CCCCCCCCCS(=O)CCCC(C(F)(F)F)(F)F. Drug 2: C1=NC2=C(N=C(N=C2N1C3C(C(C(O3)CO)O)F)Cl)N. Cell line: SF-268. Synergy scores: CSS=-0.643, Synergy_ZIP=0.788, Synergy_Bliss=2.72, Synergy_Loewe=-4.99, Synergy_HSA=-1.40.